The task is: Predict the product of the given reaction.. This data is from Forward reaction prediction with 1.9M reactions from USPTO patents (1976-2016). (1) Given the reactants [N:1]1[C:8]([Cl:9])=[N:7][C:5](Cl)=[N:4][C:2]=1[Cl:3].[OH:10][CH2:11][C@H:12]1[CH2:14][C@H:13]1[C:15]#[N:16].CCN(C(C)C)C(C)C, predict the reaction product. The product is: [Cl:9][C:8]1[N:1]=[C:2]([Cl:3])[N:4]=[C:5]([O:10][CH2:11][C@H:12]2[CH2:14][C@H:13]2[C:15]#[N:16])[N:7]=1. (2) Given the reactants N.[CH2:2]([P:4]([CH2:7][CH2:8][C:9]#[N:10])(=[O:6])[OH:5])[CH3:3].[H][H].[OH-].[Na+].S(=O)(=O)(O)O, predict the reaction product. The product is: [CH2:2]([P:4]([CH2:7][CH2:8][CH2:9][NH2:10])(=[O:5])[OH:6])[CH3:3]. (3) Given the reactants [CH3:1][O:2][CH:3]1[CH2:6][N:5]([C:7]2[CH:12]=[CH:11][C:10]([C@H:13]([C:25]3[CH:30]=[CH:29][CH:28]=[CH:27][C:26]=3[CH3:31])[CH2:14]/[C:15](/[C:18]3[CH:23]=[CH:22][N:21]=[C:20]([CH3:24])[CH:19]=3)=[N:16]\[OH:17])=[CH:9][CH:8]=2)[CH2:4]1.[ClH:32].C(=O)([O-])O.[Na+].[Cl-].[NH4+], predict the reaction product. The product is: [Cl:32][CH2:4][CH:3]([O:2][CH3:1])[CH2:6][NH:5][C:7]1[CH:12]=[CH:11][C:10]([C@H:13]([C:25]2[CH:30]=[CH:29][CH:28]=[CH:27][C:26]=2[CH3:31])[CH2:14][C:15]([C:18]2[CH:23]=[CH:22][N:21]=[C:20]([CH3:24])[CH:19]=2)=[N:16][OH:17])=[CH:9][CH:8]=1. (4) The product is: [N:28]1([C:25]2[CH:26]=[CH:27][C:22]([NH:21][C:14]([C:13]3[CH:12]=[C:11]([CH:19]=[CH:18][CH:17]=3)[CH2:10][S:9][CH2:8][CH2:7][C:6]([O:5][C:1]([CH3:2])([CH3:3])[CH3:4])=[O:20])=[O:16])=[C:23]([C:34]3[CH:35]=[C:36]([NH:40][CH2:41][C:42]4[CH:47]=[CH:46][CH:45]=[C:44]([CH3:48])[CH:43]=4)[N:37]=[CH:38][N:39]=3)[CH:24]=2)[CH2:29][CH2:30][CH2:31][CH2:32][CH2:33]1. Given the reactants [C:1]([O:5][C:6](=[O:20])[CH2:7][CH2:8][S:9][CH2:10][C:11]1[CH:12]=[C:13]([CH:17]=[CH:18][CH:19]=1)[C:14]([OH:16])=O)([CH3:4])([CH3:3])[CH3:2].[NH2:21][C:22]1[CH:27]=[CH:26][C:25]([N:28]2[CH2:33][CH2:32][CH2:31][CH2:30][CH2:29]2)=[CH:24][C:23]=1[C:34]1[N:39]=[CH:38][N:37]=[C:36]([NH:40][CH2:41][C:42]2[CH:47]=[CH:46][CH:45]=[C:44]([CH3:48])[CH:43]=2)[CH:35]=1, predict the reaction product. (5) Given the reactants C([O:3][C:4]([C:6]1([NH:15][C:16](=[O:29])[C:17]2[CH:22]=[CH:21][CH:20]=[C:19]([CH3:23])[C:18]=2[O:24][CH:25]([CH2:27][CH3:28])[CH3:26])[CH2:14][C:13]2[C:8](=[CH:9][CH:10]=[CH:11][CH:12]=2)[CH2:7]1)=[O:5])C.[OH-].[K+].O, predict the reaction product. The product is: [CH:25]([O:24][C:18]1[C:19]([CH3:23])=[CH:20][CH:21]=[CH:22][C:17]=1[C:16]([NH:15][C:6]1([C:4]([OH:5])=[O:3])[CH2:7][C:8]2[C:13](=[CH:12][CH:11]=[CH:10][CH:9]=2)[CH2:14]1)=[O:29])([CH2:27][CH3:28])[CH3:26]. (6) Given the reactants [Cl-:1].[Cl-].[CH2:3]([Zr:5]([CH2:27]C)(=[SiH2:26])([CH:16]1[C:24]2[C:19](=[CH:20][CH:21]=[CH:22][CH:23]=2)[CH:18]=[C:17]1[CH3:25])[CH:6]1[C:14]2[C:9](=[CH:10][CH:11]=[CH:12][CH:13]=2)[CH:8]=[C:7]1[CH3:15])C.[Cl-].[Cl-].C[Zr](C)(=[SiH2])(C1C2C(=CC=CC=2)C=C1CC)C1C2C(=CC=CC=2)C=C1CC.[Cl-].[Cl-].C[Zr](C)(=[SiH2])(C1C2C(=CC=CC=2)C=C1C(C)C)C1C2C(=CC=CC=2)C=C1C(C)C, predict the reaction product. The product is: [Cl-:1].[Cl-:1].[CH3:27][Zr:5]([CH3:3])(=[SiH2:26])([CH:16]1[C:24]2[C:19](=[CH:20][CH:21]=[CH:22][CH:23]=2)[CH:18]=[C:17]1[CH3:25])[CH:6]1[C:14]2[C:9](=[CH:10][CH:11]=[CH:12][CH:13]=2)[CH:8]=[C:7]1[CH3:15]. (7) Given the reactants [Br:1][C:2]1[CH:3]=[C:4]([CH:6]=[CH:7][C:8]=1[O:9][C:10]1[CH:15]=[CH:14][C:13]([F:16])=[CH:12][C:11]=1[F:17])[NH2:5].C(N(CC)CC)C.[CH2:25]([S:27](Cl)(=[O:29])=[O:28])[CH3:26].[OH-].[Na+].[NH4+].[Cl-], predict the reaction product. The product is: [Br:1][C:2]1[CH:3]=[C:4]([NH:5][S:27]([CH2:25][CH3:26])(=[O:29])=[O:28])[CH:6]=[CH:7][C:8]=1[O:9][C:10]1[CH:15]=[CH:14][C:13]([F:16])=[CH:12][C:11]=1[F:17]. (8) Given the reactants [Br:1][C:2]1[CH:3]=[C:4]([N:10]([CH2:18][CH3:19])C(=O)OC(C)(C)C)[C:5](=[O:9])[N:6]([CH3:8])[CH:7]=1.Cl.O1CCOCC1, predict the reaction product. The product is: [Br:1][C:2]1[CH:3]=[C:4]([NH:10][CH2:18][CH3:19])[C:5](=[O:9])[N:6]([CH3:8])[CH:7]=1. (9) Given the reactants [OH:1][CH:2]1[CH2:7][CH2:6][N:5]([C:8]([N:10]2[CH2:15][CH:14]([C:16]3[CH:21]=[CH:20][C:19]([CH3:22])=[C:18]([C:23]([F:26])([F:25])[F:24])[CH:17]=3)[CH2:13][CH:12]([C:27](O)=[O:28])[CH2:11]2)=[O:9])[CH2:4][CH2:3]1.O[N:31]=[C:32]([CH:34]1[CH2:36][CH2:35]1)[NH2:33], predict the reaction product. The product is: [CH:34]1([C:32]2[N:33]=[C:27]([CH:12]3[CH2:13][CH:14]([C:16]4[CH:21]=[CH:20][C:19]([CH3:22])=[C:18]([C:23]([F:25])([F:26])[F:24])[CH:17]=4)[CH2:15][N:10]([C:8]([N:5]4[CH2:6][CH2:7][CH:2]([OH:1])[CH2:3][CH2:4]4)=[O:9])[CH2:11]3)[O:28][N:31]=2)[CH2:36][CH2:35]1. (10) Given the reactants [C:1]1(=O)[CH2:6][CH2:5][CH2:4][CH2:3][CH2:2]1.[CH:8]1([NH2:11])[CH2:10][CH2:9]1.[BH-](OC(C)=O)(OC(C)=O)OC(C)=O.[Na+].CC(O)=O.Cl, predict the reaction product. The product is: [CH:8]1([NH:11][CH:1]2[CH2:6][CH2:5][CH2:4][CH2:3][CH2:2]2)[CH2:10][CH2:9]1.